From a dataset of Reaction yield outcomes from USPTO patents with 853,638 reactions. Predict the reaction yield, written as a fraction of the theoretical maximum amount of product (1.0 means a 100% yield; for example, 0.34 means a 34% yield). The reactants are [F:1][C:2]1[C:7]([CH:8]=[O:9])=[CH:6][CH:5]=[C:4]([NH:10][CH2:11][C:12]2[CH:13]=[N:14][C:15]([C:18]([F:21])([F:20])[F:19])=[CH:16][CH:17]=2)[N:3]=1.[C:22]([O:26][C:27](O[C:27]([O:26][C:22]([CH3:25])([CH3:24])[CH3:23])=[O:28])=[O:28])([CH3:25])([CH3:24])[CH3:23]. The catalyst is O1CCCC1.CN(C)C1C=CN=CC=1. The product is [C:22]([O:26][C:27](=[O:28])[N:10]([C:4]1[CH:5]=[CH:6][C:7]([CH:8]=[O:9])=[C:2]([F:1])[N:3]=1)[CH2:11][C:12]1[CH:13]=[N:14][C:15]([C:18]([F:21])([F:19])[F:20])=[CH:16][CH:17]=1)([CH3:25])([CH3:24])[CH3:23]. The yield is 0.590.